This data is from Full USPTO retrosynthesis dataset with 1.9M reactions from patents (1976-2016). The task is: Predict the reactants needed to synthesize the given product. (1) The reactants are: [Cl:1][C:2]1[CH:10]=[C:9]2[C:5]([C:6]([C:11]([N:13]3[CH2:18][CH2:17][CH:16]([C:19]4[CH:24]=[CH:23][CH:22]=[CH:21][C:20]=4[O:25][C:26]([F:29])([F:28])[F:27])[CH2:15][CH2:14]3)=[O:12])=[CH:7][NH:8]2)=[CH:4][CH:3]=1.Br[CH2:31][C:32]([OH:34])=[O:33]. Given the product [Cl:1][C:2]1[CH:10]=[C:9]2[C:5]([C:6]([C:11]([N:13]3[CH2:18][CH2:17][CH:16]([C:19]4[CH:24]=[CH:23][CH:22]=[CH:21][C:20]=4[O:25][C:26]([F:27])([F:28])[F:29])[CH2:15][CH2:14]3)=[O:12])=[CH:7][N:8]2[CH2:31][C:32]([OH:34])=[O:33])=[CH:4][CH:3]=1, predict the reactants needed to synthesize it. (2) Given the product [CH2:12]1[C:11]2([CH2:10][CH2:9][NH:8][CH2:41][CH2:40]2)[CH2:14][N:13]1[C:15]1[C:24]2[O:23][CH2:22][CH2:21][N:20]([CH3:25])[C:19]=2[C:18]2=[N:26][N:27]=[C:28]([C:29]3[CH:34]=[CH:33][CH:32]=[C:31]([O:35][C:36]([F:38])([F:39])[F:37])[CH:30]=3)[N:17]2[N:16]=1, predict the reactants needed to synthesize it. The reactants are: C(OC([N:8]1[CH2:41][CH2:40][C:11]2([CH2:14][N:13]([C:15]3[C:24]4[O:23][CH2:22][CH2:21][N:20]([CH3:25])[C:19]=4[C:18]4=[N:26][N:27]=[C:28]([C:29]5[CH:34]=[CH:33][CH:32]=[C:31]([O:35][C:36]([F:39])([F:38])[F:37])[CH:30]=5)[N:17]4[N:16]=3)[CH2:12]2)[CH2:10][CH2:9]1)=O)(C)(C)C.Cl. (3) Given the product [Si:35]([O:34][CH2:33][CH:8]([C:9]1[N:14]2[C:15]([F:32])=[CH:16][C:17]([C:19]3[CH:24]=[CH:23][N:22]=[C:21]([NH:25][C:26]4[N:30]([CH3:31])[N:29]=[CH:28][CH:27]=4)[N:20]=3)=[CH:18][C:13]2=[N:12][N:11]=1)[CH2:1][C:2]1[CH:7]=[CH:6][CH:5]=[CH:4][CH:3]=1)([C:38]([CH3:41])([CH3:40])[CH3:39])([CH3:37])[CH3:36], predict the reactants needed to synthesize it. The reactants are: [CH2:1]([CH:8]([CH2:33][O:34][Si:35]([C:38]([CH3:41])([CH3:40])[CH3:39])([CH3:37])[CH3:36])[C:9]([NH:11][N:12]=[C:13]1[CH:18]=[C:17]([C:19]2[CH:24]=[CH:23][N:22]=[C:21]([NH:25][C:26]3[N:30]([CH3:31])[N:29]=[CH:28][CH:27]=3)[N:20]=2)[CH:16]=[C:15]([F:32])[NH:14]1)=O)[C:2]1[CH:7]=[CH:6][CH:5]=[CH:4][CH:3]=1.CCN(C(C)C)C(C)C.O. (4) Given the product [C:1]([O:5][C:6]([N:8]1[CH:16]([CH3:17])[C:15]2[C:14]([O:18][C:62]3[CH:52]=[C:53]4[C:59](=[CH:58][CH:61]=3)[NH:60][CH:55]=[CH:54]4)=[N:13][CH:12]=[N:11][C:10]=2[CH2:9]1)=[O:7])([CH3:4])([CH3:2])[CH3:3], predict the reactants needed to synthesize it. The reactants are: [C:1]([O:5][C:6]([N:8]1[CH:16]([CH3:17])[C:15]2[C:14](=[O:18])[NH:13][CH:12]=[N:11][C:10]=2[CH2:9]1)=[O:7])([CH3:4])([CH3:3])[CH3:2].C1CN([P+](ON2N=NC3C=CC=CC2=3)(N2CCCC2)N2CCCC2)CC1.F[P-](F)(F)(F)(F)F.[CH2:52]1[CH2:62][CH2:61][N:60]2[C:55](=NC[CH2:58][CH2:59]2)[CH2:54][CH2:53]1.OC1C=C2C(=CC=1)NC=C2.